From a dataset of Full USPTO retrosynthesis dataset with 1.9M reactions from patents (1976-2016). Predict the reactants needed to synthesize the given product. (1) Given the product [N:30]1([C@@H:12]2[C@@H:19]3[C@@H:15]([CH2:16][N:17]([C:20]4[CH:25]=[CH:24][CH:23]=[C:22]([C:26]([F:29])([F:28])[F:27])[N:21]=4)[CH2:18]3)[CH2:14][CH2:13]2)[CH:34]=[CH:33][N:32]=[CH:31]1, predict the reactants needed to synthesize it. The reactants are: BrC1C=CC(S(O[C@H:12]2[C@@H:19]3[C@@H:15]([CH2:16][N:17]([C:20]4[CH:25]=[CH:24][CH:23]=[C:22]([C:26]([F:29])([F:28])[F:27])[N:21]=4)[CH2:18]3)[CH2:14][CH2:13]2)(=O)=O)=CC=1.[NH:30]1[CH:34]=[CH:33][N:32]=[CH:31]1. (2) Given the product [CH3:9][C:10]1[N:11]=[CH:12][N:13]([C:2]2[CH:3]=[CH:4][C:5]([NH2:8])=[N:6][CH:7]=2)[CH:14]=1, predict the reactants needed to synthesize it. The reactants are: I[C:2]1[CH:3]=[CH:4][C:5]([NH2:8])=[N:6][CH:7]=1.[CH3:9][C:10]1[N:11]=[CH:12][NH:13][CH:14]=1.C([O-])([O-])=O.[Cs+].[Cs+]. (3) Given the product [NH2:21][C:17]1[CH:16]=[C:15]([S:12]([NH:11][C:9]([C:8]2[C:7]([Cl:26])=[N:6][C:5]([C:1]([CH3:3])([CH3:2])[CH3:4])=[CH:25][CH:24]=2)=[O:10])(=[O:14])=[O:13])[CH:20]=[CH:19][CH:18]=1, predict the reactants needed to synthesize it. The reactants are: [C:1]([C:5]1[CH:25]=[CH:24][C:8]([C:9]([NH:11][S:12]([C:15]2[CH:20]=[CH:19][CH:18]=[C:17]([N+:21]([O-])=O)[CH:16]=2)(=[O:14])=[O:13])=[O:10])=[C:7]([Cl:26])[N:6]=1)([CH3:4])([CH3:3])[CH3:2]. (4) Given the product [N:15]([CH2:12][C@@H:10]([OH:11])[CH2:9][O:8][CH2:1][C:2]1[CH:7]=[CH:6][CH:5]=[CH:4][CH:3]=1)=[N+:16]=[N-:17], predict the reactants needed to synthesize it. The reactants are: [CH2:1]([O:8][CH2:9][C@H:10]1[CH2:12][O:11]1)[C:2]1[CH:7]=[CH:6][CH:5]=[CH:4][CH:3]=1.[NH4+].[Cl-].[N-:15]=[N+:16]=[N-:17].[Na+]. (5) Given the product [OH:5][CH:4]([CH:6]1[CH2:11][CH2:10][CH2:9][N:8]([C:12]([O:14][C:15]([CH3:16])([CH3:17])[CH3:18])=[O:13])[CH2:7]1)[CH3:20], predict the reactants needed to synthesize it. The reactants are: CON(C)[C:4]([CH:6]1[CH2:11][CH2:10][CH2:9][N:8]([C:12]([O:14][C:15]([CH3:18])([CH3:17])[CH3:16])=[O:13])[CH2:7]1)=[O:5].[CH2:20]1COCC1.C[Mg]Br.[BH4-].[Na+]. (6) Given the product [CH2:2]([O:9][C:10]([C@@H:12]([NH:14][C:15]([C@@H:17]1[CH2:22][CH2:21][CH2:20][CH2:19][N:18]1[C:32]([C@@H:31]1[CH2:35][CH2:36][CH2:37][N:30]1[C:23]([O:25][C:26]([CH3:29])([CH3:28])[CH3:27])=[O:24])=[O:33])=[O:16])[CH3:13])=[O:11])[C:3]1[CH:4]=[CH:5][CH:6]=[CH:7][CH:8]=1, predict the reactants needed to synthesize it. The reactants are: [Cl-].[CH2:2]([O:9][C:10]([C@@H:12]([NH:14][C:15]([C@@H:17]1[CH2:22][CH2:21][CH2:20][CH2:19][NH2+:18]1)=[O:16])[CH3:13])=[O:11])[C:3]1[CH:8]=[CH:7][CH:6]=[CH:5][CH:4]=1.[C:23]([N:30]1[CH2:37][CH2:36][CH2:35][C@H:31]1[C:32](O)=[O:33])([O:25][C:26]([CH3:29])([CH3:28])[CH3:27])=[O:24].CN(C(ON1N=NC2C=CC=NC1=2)=[N+](C)C)C.F[P-](F)(F)(F)(F)F.C(N(C(C)C)C(C)C)C.